From a dataset of NCI-60 drug combinations with 297,098 pairs across 59 cell lines. Regression. Given two drug SMILES strings and cell line genomic features, predict the synergy score measuring deviation from expected non-interaction effect. (1) Drug 1: CC1=C(C(=O)C2=C(C1=O)N3CC4C(C3(C2COC(=O)N)OC)N4)N. Drug 2: C1C(C(OC1N2C=NC3=C2NC=NCC3O)CO)O. Cell line: DU-145. Synergy scores: CSS=-10.4, Synergy_ZIP=9.22, Synergy_Bliss=12.5, Synergy_Loewe=-4.43, Synergy_HSA=-2.40. (2) Cell line: SF-268. Drug 2: C1=CC(=C2C(=C1NCCNCCO)C(=O)C3=C(C=CC(=C3C2=O)O)O)NCCNCCO. Drug 1: C1CC(=O)NC(=O)C1N2CC3=C(C2=O)C=CC=C3N. Synergy scores: CSS=48.2, Synergy_ZIP=5.72, Synergy_Bliss=3.51, Synergy_Loewe=-31.2, Synergy_HSA=5.77. (3) Drug 1: C1CCC(C1)C(CC#N)N2C=C(C=N2)C3=C4C=CNC4=NC=N3. Drug 2: CC(CN1CC(=O)NC(=O)C1)N2CC(=O)NC(=O)C2. Cell line: EKVX. Synergy scores: CSS=19.2, Synergy_ZIP=0.716, Synergy_Bliss=2.93, Synergy_Loewe=0.808, Synergy_HSA=5.24. (4) Drug 1: C1CN1P(=S)(N2CC2)N3CC3. Drug 2: CC=C1C(=O)NC(C(=O)OC2CC(=O)NC(C(=O)NC(CSSCCC=C2)C(=O)N1)C(C)C)C(C)C. Cell line: LOX IMVI. Synergy scores: CSS=45.4, Synergy_ZIP=-4.83, Synergy_Bliss=-5.04, Synergy_Loewe=-5.41, Synergy_HSA=-2.10. (5) Drug 1: C1CCC(C1)C(CC#N)N2C=C(C=N2)C3=C4C=CNC4=NC=N3. Drug 2: CCC1(C2=C(COC1=O)C(=O)N3CC4=CC5=C(C=CC(=C5CN(C)C)O)N=C4C3=C2)O.Cl. Cell line: TK-10. Synergy scores: CSS=15.1, Synergy_ZIP=-5.67, Synergy_Bliss=-2.61, Synergy_Loewe=-12.3, Synergy_HSA=-3.20. (6) Drug 1: C1=NC2=C(N=C(N=C2N1C3C(C(C(O3)CO)O)O)F)N. Drug 2: CC1CCC2CC(C(=CC=CC=CC(CC(C(=O)C(C(C(=CC(C(=O)CC(OC(=O)C3CCCCN3C(=O)C(=O)C1(O2)O)C(C)CC4CCC(C(C4)OC)O)C)C)O)OC)C)C)C)OC. Cell line: HOP-92. Synergy scores: CSS=15.1, Synergy_ZIP=-4.14, Synergy_Bliss=3.18, Synergy_Loewe=-2.15, Synergy_HSA=1.08. (7) Drug 1: CC12CCC3C(C1CCC2O)C(CC4=C3C=CC(=C4)O)CCCCCCCCCS(=O)CCCC(C(F)(F)F)(F)F. Drug 2: CC12CCC3C(C1CCC2OP(=O)(O)O)CCC4=C3C=CC(=C4)OC(=O)N(CCCl)CCCl.[Na+]. Cell line: NCI/ADR-RES. Synergy scores: CSS=-5.10, Synergy_ZIP=2.11, Synergy_Bliss=0.178, Synergy_Loewe=-4.93, Synergy_HSA=-4.55.